The task is: Regression. Given two drug SMILES strings and cell line genomic features, predict the synergy score measuring deviation from expected non-interaction effect.. This data is from NCI-60 drug combinations with 297,098 pairs across 59 cell lines. (1) Drug 1: CN(C)N=NC1=C(NC=N1)C(=O)N. Drug 2: C1CC(C1)(C(=O)O)C(=O)O.[NH2-].[NH2-].[Pt+2]. Cell line: UO-31. Synergy scores: CSS=20.9, Synergy_ZIP=-7.69, Synergy_Bliss=-3.04, Synergy_Loewe=0.576, Synergy_HSA=0.897. (2) Drug 1: CC12CCC3C(C1CCC2=O)CC(=C)C4=CC(=O)C=CC34C. Drug 2: C1C(C(OC1N2C=NC3=C2NC=NCC3O)CO)O. Cell line: MOLT-4. Synergy scores: CSS=54.5, Synergy_ZIP=0.221, Synergy_Bliss=0.674, Synergy_Loewe=-1.35, Synergy_HSA=-0.00707. (3) Drug 1: CC1=C(C(=O)C2=C(C1=O)N3CC4C(C3(C2COC(=O)N)OC)N4)N. Drug 2: CC1C(C(CC(O1)OC2CC(CC3=C2C(=C4C(=C3O)C(=O)C5=CC=CC=C5C4=O)O)(C(=O)C)O)N)O. Cell line: NCI/ADR-RES. Synergy scores: CSS=21.0, Synergy_ZIP=-4.72, Synergy_Bliss=1.33, Synergy_Loewe=-2.73, Synergy_HSA=1.60. (4) Drug 1: CS(=O)(=O)C1=CC(=C(C=C1)C(=O)NC2=CC(=C(C=C2)Cl)C3=CC=CC=N3)Cl. Drug 2: CC1=C2C(C(=O)C3(C(CC4C(C3C(C(C2(C)C)(CC1OC(=O)C(C(C5=CC=CC=C5)NC(=O)OC(C)(C)C)O)O)OC(=O)C6=CC=CC=C6)(CO4)OC(=O)C)O)C)O. Cell line: COLO 205. Synergy scores: CSS=72.6, Synergy_ZIP=20.1, Synergy_Bliss=20.5, Synergy_Loewe=-31.6, Synergy_HSA=16.8. (5) Drug 1: C1C(C(OC1N2C=C(C(=O)NC2=O)F)CO)O. Drug 2: C1=NC2=C(N1)C(=S)N=CN2. Cell line: UACC-257. Synergy scores: CSS=19.4, Synergy_ZIP=-6.71, Synergy_Bliss=4.86, Synergy_Loewe=3.27, Synergy_HSA=4.83.